Regression. Given two drug SMILES strings and cell line genomic features, predict the synergy score measuring deviation from expected non-interaction effect. From a dataset of NCI-60 drug combinations with 297,098 pairs across 59 cell lines. (1) Drug 1: CCCS(=O)(=O)NC1=C(C(=C(C=C1)F)C(=O)C2=CNC3=C2C=C(C=N3)C4=CC=C(C=C4)Cl)F. Drug 2: CCCCCOC(=O)NC1=NC(=O)N(C=C1F)C2C(C(C(O2)C)O)O. Cell line: UACC-257. Synergy scores: CSS=22.2, Synergy_ZIP=-1.23, Synergy_Bliss=-1.12, Synergy_Loewe=-39.4, Synergy_HSA=-1.15. (2) Drug 1: CN(CC1=CN=C2C(=N1)C(=NC(=N2)N)N)C3=CC=C(C=C3)C(=O)NC(CCC(=O)O)C(=O)O. Drug 2: C1C(C(OC1N2C=NC3=C(N=C(N=C32)Cl)N)CO)O. Cell line: OVCAR-4. Synergy scores: CSS=16.7, Synergy_ZIP=-3.01, Synergy_Bliss=-6.02, Synergy_Loewe=-9.77, Synergy_HSA=-7.33. (3) Drug 1: CC1C(C(=O)NC(C(=O)N2CCCC2C(=O)N(CC(=O)N(C(C(=O)O1)C(C)C)C)C)C(C)C)NC(=O)C3=C4C(=C(C=C3)C)OC5=C(C(=O)C(=C(C5=N4)C(=O)NC6C(OC(=O)C(N(C(=O)CN(C(=O)C7CCCN7C(=O)C(NC6=O)C(C)C)C)C)C(C)C)C)N)C. Drug 2: CC1CCC2CC(C(=CC=CC=CC(CC(C(=O)C(C(C(=CC(C(=O)CC(OC(=O)C3CCCCN3C(=O)C(=O)C1(O2)O)C(C)CC4CCC(C(C4)OC)O)C)C)O)OC)C)C)C)OC. Cell line: NCIH23. Synergy scores: CSS=16.4, Synergy_ZIP=-2.88, Synergy_Bliss=7.44, Synergy_Loewe=4.29, Synergy_HSA=5.20. (4) Drug 1: CCC1(CC2CC(C3=C(CCN(C2)C1)C4=CC=CC=C4N3)(C5=C(C=C6C(=C5)C78CCN9C7C(C=CC9)(C(C(C8N6C=O)(C(=O)OC)O)OC(=O)C)CC)OC)C(=O)OC)O.OS(=O)(=O)O. Drug 2: CC1=C(N=C(N=C1N)C(CC(=O)N)NCC(C(=O)N)N)C(=O)NC(C(C2=CN=CN2)OC3C(C(C(C(O3)CO)O)O)OC4C(C(C(C(O4)CO)O)OC(=O)N)O)C(=O)NC(C)C(C(C)C(=O)NC(C(C)O)C(=O)NCCC5=NC(=CS5)C6=NC(=CS6)C(=O)NCCC[S+](C)C)O. Cell line: CAKI-1. Synergy scores: CSS=40.6, Synergy_ZIP=-1.36, Synergy_Bliss=-0.871, Synergy_Loewe=-4.49, Synergy_HSA=0.0578.